Task: Predict which catalyst facilitates the given reaction.. Dataset: Catalyst prediction with 721,799 reactions and 888 catalyst types from USPTO (1) The catalyst class is: 66. Reactant: [CH2:1]([O:8][C:9]1[CH:10]=[C:11]([CH2:15][CH2:16][CH2:17][OH:18])[CH:12]=[CH:13][CH:14]=1)[C:2]1[CH:7]=[CH:6][CH:5]=[CH:4][CH:3]=1.[CH3:19][S:20](Cl)(=[O:22])=[O:21]. Product: [CH3:19][S:20]([O:18][CH2:17][CH2:16][CH2:15][C:11]1[CH:12]=[CH:13][CH:14]=[C:9]([O:8][CH2:1][C:2]2[CH:3]=[CH:4][CH:5]=[CH:6][CH:7]=2)[CH:10]=1)(=[O:22])=[O:21]. (2) Reactant: [B-](F)(F)(F)F.[B-](F)(F)(F)F.C1[N+]2(CCl)CC[N+]([F:21])(CC2)C1.[F:22][C:23]1[CH:24]=[C:25]2[C:29](=[C:30]([F:32])[CH:31]=1)[C:28](=[O:33])[CH2:27][CH2:26]2. Product: [F:21][CH:27]1[CH2:26][C:25]2[C:29](=[C:30]([F:32])[CH:31]=[C:23]([F:22])[CH:24]=2)[C:28]1=[O:33]. The catalyst class is: 5. (3) Reactant: Cl[C:2]1[N:10]=[C:9]([I:11])[N:8]=[C:7]2[C:3]=1[N:4]([CH2:12][C:13]1[CH:18]=[CH:17][C:16]([Cl:19])=[C:15]([F:20])[CH:14]=1)[CH:5]=[N:6]2.Cl.[CH:22]1([C@H:26]([NH2:28])[CH3:27])[CH2:25][CH2:24][CH2:23]1.C(N(CC)C(C)C)(C)C. Product: [Cl:19][C:16]1[CH:17]=[CH:18][C:13]([CH2:12][N:4]2[C:3]3[C:7](=[N:8][C:9]([I:11])=[N:10][C:2]=3[NH:28][C@@H:26]([CH:22]3[CH2:25][CH2:24][CH2:23]3)[CH3:27])[N:6]=[CH:5]2)=[CH:14][C:15]=1[F:20]. The catalyst class is: 162. (4) Reactant: [F:1][C:2]1[CH:3]=[C:4]2[C:8](=[CH:9][CH:10]=1)[NH:7][C:6]([C:11]1[N:15]=[C:14]([CH3:16])[O:13][N:12]=1)=[CH:5]2.C(#N)C.[B-](F)(F)(F)[F:21].[B-](F)(F)(F)F.C1[N+]2(CCl)CC[N+](F)(CC2)C1. The catalyst class is: 13. Product: [F:21][C:5]1[C:4]2[C:8](=[CH:9][CH:10]=[C:2]([F:1])[CH:3]=2)[NH:7][C:6]=1[C:11]1[N:15]=[C:14]([CH3:16])[O:13][N:12]=1. (5) Reactant: C[O:2][C:3](=[O:18])[CH2:4][C:5]1[CH:10]=[CH:9][C:8]([O:11][CH2:12][O:13][CH2:14][CH2:15][O:16][CH3:17])=[CH:7][CH:6]=1.[OH-].[Na+]. Product: [CH3:17][O:16][CH2:15][CH2:14][O:13][CH2:12][O:11][C:8]1[CH:9]=[CH:10][C:5]([CH2:4][C:3]([OH:18])=[O:2])=[CH:6][CH:7]=1. The catalyst class is: 5. (6) Reactant: [CH2:1]([O:3][C:4]([C:6]1[C:7](=[O:21])[O:8][C:9]2[C:14]([CH:15]=1)=[C:13]([CH3:16])[CH:12]=[C:11]([O:17][CH2:18][O:19][CH3:20])[CH:10]=2)=[O:5])[CH3:2].C1C(=O)N([Br:29])C(=O)C1.CC(N=NC(C#N)(C)C)(C#N)C. Product: [CH2:1]([O:3][C:4]([C:6]1[C:7](=[O:21])[O:8][C:9]2[C:14]([CH:15]=1)=[C:13]([CH2:16][Br:29])[CH:12]=[C:11]([O:17][CH2:18][O:19][CH3:20])[CH:10]=2)=[O:5])[CH3:2]. The catalyst class is: 53. (7) Reactant: FC(F)(F)C(OC(=O)C(F)(F)F)=O.[CH3:14][C:15]([CH3:17])=[O:16].[Cl:18][C:19]1[CH:20]=[C:21]([OH:28])[C:22](=[CH:26][CH:27]=1)[C:23](O)=[O:24]. Product: [Cl:18][C:19]1[CH:27]=[CH:26][C:22]2[C:23](=[O:24])[O:16][C:15]([CH3:17])([CH3:14])[O:28][C:21]=2[CH:20]=1. The catalyst class is: 55. (8) Reactant: C(=O)([O-])[O-].[K+].[K+].C(=O)([O-])[O-].[Cs+].[Cs+].[Br:13][C:14]1[CH:19]=[CH:18][CH:17]=[C:16]([N+:20]([O-:22])=[O:21])[C:15]=1[OH:23].I[CH:25]([CH3:27])[CH3:26]. Product: [Br:13][C:14]1[CH:19]=[CH:18][CH:17]=[C:16]([N+:20]([O-:22])=[O:21])[C:15]=1[O:23][CH:25]([CH3:27])[CH3:26]. The catalyst class is: 9. (9) Reactant: [OH:1]/[N:2]=[C:3](/[C@@H:5]1[C@:21]2([CH3:22])[C@H:8]([C@H:9]3[C@H:18]([CH2:19][CH2:20]2)[C@:17]2([CH3:23])[C:12](=[CH:13][C:14](=[O:24])[CH2:15][CH2:16]2)[CH2:11][CH2:10]3)[CH2:7][CH2:6]1)\[CH3:4].[O:25]1[CH2:30][CH2:29][N:28]([CH2:31][C:32]2[CH:40]=[CH:39][C:35]([C:36](O)=[O:37])=[CH:34][CH:33]=2)[CH2:27][CH2:26]1.C(N(CC)C(C)C)(C)C.CCN=C=NCCCN(C)C.C([O-])(O)=O.[Na+]. Product: [CH3:23][C@:17]12[CH2:16][CH2:15][C:14](=[O:24])[CH:13]=[C:12]1[CH2:11][CH2:10][C@@H:9]1[C@@H:18]2[CH2:19][CH2:20][C@@:21]2([CH3:22])[C@H:8]1[CH2:7][CH2:6][C@@H:5]2/[C:3](=[N:2]/[O:1][C:36](=[O:37])[C:35]1[CH:34]=[CH:33][C:32]([CH2:31][N:28]2[CH2:27][CH2:26][O:25][CH2:30][CH2:29]2)=[CH:40][CH:39]=1)/[CH3:4]. The catalyst class is: 166. (10) Reactant: [C:1]([O:5][C:6]([C@H:8]1[CH2:10][C@@H:9]1[CH:11]1[CH2:15][CH2:14][NH:13][C:12]1=[O:16])=[O:7])([CH3:4])([CH3:3])[CH3:2].[H-].[Na+].[CH2:19](Cl)[C:20]1[CH:25]=[CH:24][CH:23]=[CH:22][CH:21]=1.[Cl-].[NH4+]. Product: [CH2:19]([N:13]1[CH2:14][CH2:15][CH:11]([C@H:9]2[CH2:10][C@@H:8]2[C:6]([O:5][C:1]([CH3:4])([CH3:2])[CH3:3])=[O:7])[C:12]1=[O:16])[C:20]1[CH:25]=[CH:24][CH:23]=[CH:22][CH:21]=1. The catalyst class is: 348.